This data is from Experimentally validated miRNA-target interactions with 360,000+ pairs, plus equal number of negative samples. The task is: Binary Classification. Given a miRNA mature sequence and a target amino acid sequence, predict their likelihood of interaction. The miRNA is hsa-miR-92a-2-5p with sequence GGGUGGGGAUUUGUUGCAUUAC. Result: 0 (no interaction). The protein sequence of the target gene is MPSSSDTALGGGGGLSWAEKKLEERRKRRRFLSPQQPPLLLPLLQPQLLQPPPPPPPLLFLAAPGTAAAAAAAAAASSSCFSPGPPLEVKRLARGKRRAGGRQKRRRGPRAGQEAEKRRVFSLPQPQQDGGGGASSGGGVTPLVEYEDVSSQSEQGLLLGGASAATAATAAGGTGGSGGSPASSSGTQRRGEGSERRPRRDRRSSSGRSKERHREHRRRDGQRGGSEASKSRSRHSHSGEERAEVAKSGSSSSSGGRRKSASATSSSSSSRKDRDSKAHRSRTKSSKEPPSAYKEPPKAY....